The task is: Predict the reactants needed to synthesize the given product.. This data is from Full USPTO retrosynthesis dataset with 1.9M reactions from patents (1976-2016). Given the product [CH3:13][O:12][N:11]([CH3:10])[C:6]([C:4]1[CH:3]=[N:2][NH:1][CH:5]=1)=[O:8], predict the reactants needed to synthesize it. The reactants are: [NH:1]1[CH:5]=[C:4]([C:6]([OH:8])=O)[CH:3]=[N:2]1.Cl.[CH3:10][NH:11][O:12][CH3:13].Cl.C(N=C=NCCCN(C)C)C.C(N(CC)CC)C.